Dataset: Catalyst prediction with 721,799 reactions and 888 catalyst types from USPTO. Task: Predict which catalyst facilitates the given reaction. Reactant: [CH3:1][C:2]1[CH:8]=[CH:7][C:6]([N+:9]([O-:11])=[O:10])=[CH:5][C:3]=1[NH2:4].[CH3:12][C:13]([O:16][C:17](O[C:17]([O:16][C:13]([CH3:15])([CH3:14])[CH3:12])=[O:18])=[O:18])([CH3:15])[CH3:14]. Product: [CH3:1][C:2]1[CH:8]=[CH:7][C:6]([N+:9]([O-:11])=[O:10])=[CH:5][C:3]=1[NH:4][C:17](=[O:18])[O:16][C:13]([CH3:15])([CH3:14])[CH3:12]. The catalyst class is: 14.